This data is from Experimentally validated miRNA-target interactions with 360,000+ pairs, plus equal number of negative samples. The task is: Binary Classification. Given a miRNA mature sequence and a target amino acid sequence, predict their likelihood of interaction. (1) The miRNA is hsa-miR-335-5p with sequence UCAAGAGCAAUAACGAAAAAUGU. The protein sequence of the target gene is MADADEGFGLAHTPLEPDAKDLPCDSKPESALGAPSKSPSSPQAAFTQQGMEGIKVFLHERELWLKFHEVGTEMIITKAGRRMFPSYKVKVTGLNPKTKYILLMDIVPADDHRYKFADNKWSVTGKAEPAMPGRLYVHPDSPATGAHWMRQLVSFQKLKLTNNHLDPFGHIILNSMHKYQPRLHIVKADENNGFGSKNTAFCTHVFPETAFIAVTSYQNHKITQLKIENNPFAKGFRGSDDMELHRMSRMQSKEYPVVPRSTVRQKVASNHSPFSSESRALSTSSNLGSQYQCENGVSGP.... Result: 1 (interaction). (2) The miRNA is cel-miR-239b-5p with sequence UUUGUACUACACAAAAGUACUG. The protein sequence of the target gene is MSRRKQSKPRQIKRPLEDAIDDEEEECPVEEAEVISKGDFPLEGSFPAGFEPENLSCEDVEFFCNKGDDEGIQEPAESDGDSHSDKPGQPGVETDDWDGPGELEVFQRDGERKIQSRQQLPVGTTWGPFAGKMDLNNNSLKTKAQVPMVLTAGPKWLLDVTWQGVEDSKNNCIVYSKGGQLWCTTTKAISEGEELVAFVVDFDSRLQAASHMTLTEGMYPARLLDSIQLLPQQAAMASILPTAIVNKDIFPCKSCGIWYRSERNLQAHLMYYCSGRQREAAPVSEENEDNSHQVSSLCPF.... Result: 0 (no interaction). (3) The miRNA is hsa-miR-6718-5p with sequence UAGUGGUCAGAGGGCUUAUGA. The protein sequence of the target gene is MSTVDLARVGACILKHAVTGEAVELRSLWREHACVVAGLRRFGCVVCRWIAQDLSSLAGLLDQHGVRLVGVGPEALGLQEFLDGDYFAGELYLDESKQLYKELGFKRYNSLSILPAALGKPVRDVAAKAKAVGIQGNLSGDLLQSGGLLVVSKGGDKVLLHFVQKSPGDYVPKEHILQVLGISAEVCASDPPQCDREV. Result: 1 (interaction).